From a dataset of Full USPTO retrosynthesis dataset with 1.9M reactions from patents (1976-2016). Predict the reactants needed to synthesize the given product. (1) Given the product [CH3:18][CH2:19][CH2:10][CH:11]([CH3:16])[CH3:12].[Cl:1][C:2]1[N:7]=[C:6]([NH:9][C:10]2[CH:19]=[CH:18][CH:17]=[CH:16][C:11]=2[C:12]([O:14][CH3:15])=[O:13])[CH:5]=[CH:4][N:3]=1, predict the reactants needed to synthesize it. The reactants are: [Cl:1][C:2]1[N:7]=[C:6](Cl)[CH:5]=[CH:4][N:3]=1.[NH2:9][C:10]1[CH:19]=[CH:18][CH:17]=[CH:16][C:11]=1[C:12]([O:14][CH3:15])=[O:13].N1C(C)=CC=CC=1C. (2) Given the product [C:13]([C:17]1[N:21]([CH2:22][CH:23]2[CH2:28][CH2:27][O:26][CH2:25][CH2:24]2)[C:20]2[CH:29]=[CH:30][C:31]([S:33]([N:36]3[CH:40]=[C:39]([C:41]([NH:3][CH2:1][CH3:2])=[O:42])[CH:38]=[N:37]3)(=[O:35])=[O:34])=[CH:32][C:19]=2[N:18]=1)([CH3:14])([CH3:16])[CH3:15], predict the reactants needed to synthesize it. The reactants are: [CH2:1]([NH2:3])[CH3:2].CCN(C(C)C)C(C)C.[C:13]([C:17]1[N:21]([CH2:22][CH:23]2[CH2:28][CH2:27][O:26][CH2:25][CH2:24]2)[C:20]2[CH:29]=[CH:30][C:31]([S:33]([N:36]3[CH:40]=[C:39]([C:41](O)=[O:42])[CH:38]=[N:37]3)(=[O:35])=[O:34])=[CH:32][C:19]=2[N:18]=1)([CH3:16])([CH3:15])[CH3:14].CN(C(ON1N=NC2C=CC=NC1=2)=[N+](C)C)C.F[P-](F)(F)(F)(F)F. (3) Given the product [CH3:44][O:45][N:46]=[C:1]([C:2]1[CH:7]=[CH:6][CH:5]=[CH:4][CH:3]=1)[C:9]1[CH:43]=[CH:42][C:12]2[N:13]([CH2:17][CH2:18][O:19][C:20]3[CH:21]=[CH:22][C:23]([CH2:26][CH:27]([NH:32][C:33](=[O:41])[CH2:34][C:35]4[CH:36]=[CH:37][CH:38]=[CH:39][CH:40]=4)[C:28]([O:30][CH3:31])=[O:29])=[CH:24][CH:25]=3)[C:14](=[O:16])[S:15][C:11]=2[CH:10]=1, predict the reactants needed to synthesize it. The reactants are: [C:1]([C:9]1[CH:43]=[CH:42][C:12]2[N:13]([CH2:17][CH2:18][O:19][C:20]3[CH:25]=[CH:24][C:23]([CH2:26][CH:27]([NH:32][C:33](=[O:41])[CH2:34][C:35]4[CH:40]=[CH:39][CH:38]=[CH:37][CH:36]=4)[C:28]([O:30][CH3:31])=[O:29])=[CH:22][CH:21]=3)[C:14](=[O:16])[S:15][C:11]=2[CH:10]=1)(=O)[C:2]1[CH:7]=[CH:6][CH:5]=[CH:4][CH:3]=1.[CH3:44][O:45][NH2:46].